Dataset: Forward reaction prediction with 1.9M reactions from USPTO patents (1976-2016). Task: Predict the product of the given reaction. (1) Given the reactants Br[C:2]1[CH:3]=[N:4][CH:5]=[C:6]2[C:11]=1[N:10]=[C:9]([C:12]([NH:14][CH2:15][CH2:16][O:17][CH3:18])=[O:13])[CH:8]=[CH:7]2.[Cl:19][C:20]1[CH:25]=[CH:24][CH:23]=[CH:22][C:21]=1B(O)O.C(=O)([O-])[O-].[Cs+].[Cs+], predict the reaction product. The product is: [Cl:19][C:20]1[CH:25]=[CH:24][CH:23]=[CH:22][C:21]=1[C:2]1[CH:3]=[N:4][CH:5]=[C:6]2[C:11]=1[N:10]=[C:9]([C:12]([NH:14][CH2:15][CH2:16][O:17][CH3:18])=[O:13])[CH:8]=[CH:7]2. (2) Given the reactants [OH:1][CH2:2][CH:3]1[CH2:8][CH2:7][NH:6][CH2:5][CH2:4]1.C(N(CC)CC)C.[C:16](O[C:16]([O:17][C:18]([CH3:21])([CH3:20])[CH3:19])=[O:22])(=[O:22])[O:17][C:18]([CH3:21])([CH3:20])[CH3:19].O, predict the reaction product. The product is: [OH:1][CH2:2][CH:3]1[CH2:8][CH2:7][N:6]([C:16]([O:17][C:18]([CH3:21])([CH3:20])[CH3:19])=[O:22])[CH2:5][CH2:4]1. (3) The product is: [CH3:1][C:2]1[NH:6][C:5](=[O:7])[NH:4][C:3]=1[C:8]([OH:10])=[O:9]. Given the reactants [CH3:1][C:2]1[NH:6][C:5](=[O:7])[NH:4][C:3]=1[C:8]([O:10]CC)=[O:9], predict the reaction product. (4) Given the reactants [C:12]([O:11][C:9](O[C:9]([O:11][C:12]([CH3:15])([CH3:14])[CH3:13])=[O:10])=[O:10])([CH3:15])([CH3:14])[CH3:13].[OH:16][CH2:17][CH2:18][CH2:19][N:20]1[CH2:25][CH2:24][NH:23][C@@H:22]([CH3:26])[C:21]1=[O:27], predict the reaction product. The product is: [C:12]([O:11][C:9]([N:23]1[CH2:24][CH2:25][N:20]([CH2:19][CH2:18][CH2:17][OH:16])[C:21](=[O:27])[C@@H:22]1[CH3:26])=[O:10])([CH3:13])([CH3:14])[CH3:15]. (5) Given the reactants [NH2:1][C:2]1[CH:7]=[CH:6][C:5]([S:8][C:9]2[C:18]3[C:13](=[CH:14][CH:15]=[CH:16][CH:17]=3)[NH:12]/[C:11](=[C:19]3/[C:20]([CH2:25][CH2:26][CH3:27])=[N:21][NH:22][C:23]/3=[O:24])/[CH:10]=2)=[CH:4][CH:3]=1.[CH:28]1([C:31](Cl)=[O:32])[CH2:30][CH2:29]1, predict the reaction product. The product is: [O:24]=[C:23]1[NH:22][N:21]=[C:20]([CH2:25][CH2:26][CH3:27])/[C:19]/1=[C:11]1/[NH:12][C:13]2[C:18]([C:9]([S:8][C:5]3[CH:4]=[CH:3][C:2]([NH:1][C:31]([CH:28]4[CH2:30][CH2:29]4)=[O:32])=[CH:7][CH:6]=3)=[CH:10]/1)=[CH:17][CH:16]=[CH:15][CH:14]=2.